Predict which catalyst facilitates the given reaction. From a dataset of Catalyst prediction with 721,799 reactions and 888 catalyst types from USPTO. Reactant: [I-:1].[Na+].CC1C=CC(S(O[CH2:14][CH2:15][CH2:16][C:17]2[C:25]3[C:20](=[CH:21][CH:22]=[CH:23][CH:24]=3)[NH:19][CH:18]=2)(=O)=O)=CC=1. Product: [I:1][CH2:14][CH2:15][CH2:16][C:17]1[C:25]2[C:20](=[CH:21][CH:22]=[CH:23][CH:24]=2)[NH:19][CH:18]=1. The catalyst class is: 21.